From a dataset of NCI-60 drug combinations with 297,098 pairs across 59 cell lines. Regression. Given two drug SMILES strings and cell line genomic features, predict the synergy score measuring deviation from expected non-interaction effect. (1) Drug 1: C1=CC(=CC=C1C#N)C(C2=CC=C(C=C2)C#N)N3C=NC=N3. Drug 2: CN(C(=O)NC(C=O)C(C(C(CO)O)O)O)N=O. Cell line: HCT116. Synergy scores: CSS=-2.07, Synergy_ZIP=0.668, Synergy_Bliss=-1.43, Synergy_Loewe=0.414, Synergy_HSA=-4.12. (2) Drug 1: C1=CC=C(C(=C1)C(C2=CC=C(C=C2)Cl)C(Cl)Cl)Cl. Drug 2: C1=CN(C=N1)CC(O)(P(=O)(O)O)P(=O)(O)O. Cell line: MOLT-4. Synergy scores: CSS=5.33, Synergy_ZIP=-3.35, Synergy_Bliss=-3.23, Synergy_Loewe=-0.744, Synergy_HSA=-0.858. (3) Drug 1: CC12CCC3C(C1CCC2=O)CC(=C)C4=CC(=O)C=CC34C. Drug 2: CC1C(C(CC(O1)OC2CC(OC(C2O)C)OC3=CC4=CC5=C(C(=O)C(C(C5)C(C(=O)C(C(C)O)O)OC)OC6CC(C(C(O6)C)O)OC7CC(C(C(O7)C)O)OC8CC(C(C(O8)C)O)(C)O)C(=C4C(=C3C)O)O)O)O. Cell line: SF-539. Synergy scores: CSS=7.62, Synergy_ZIP=0.402, Synergy_Bliss=-2.04, Synergy_Loewe=-1.36, Synergy_HSA=-1.34.